This data is from Forward reaction prediction with 1.9M reactions from USPTO patents (1976-2016). The task is: Predict the product of the given reaction. (1) Given the reactants [CH3:1][NH:2][NH:3][C:4]([C:6]1[C:11]([CH3:12])=[CH:10][CH:9]=[CH:8][N:7]=1)=[NH:5].[OH:13][C:14]1[C:23]2[C:18](=[CH:19][CH:20]=[CH:21][CH:22]=2)[CH:17]=[CH:16][C:15]=1[CH:24]=O, predict the reaction product. The product is: [CH3:1][N:2]1[C:24]([C:15]2[CH:16]=[CH:17][C:18]3[C:23](=[CH:22][CH:21]=[CH:20][CH:19]=3)[C:14]=2[OH:13])=[N:5][C:4]([C:6]2[C:11]([CH3:12])=[CH:10][CH:9]=[CH:8][N:7]=2)=[N:3]1. (2) Given the reactants C([O:3][C:4](=[O:33])[C:5]1[CH:10]=[CH:9][CH:8]=[C:7]([N:11]2[C:15]([CH2:16][CH3:17])=[CH:14][CH:13]=[C:12]2[C:18]2[CH:23]=[C:22]([Br:24])[CH:21]=[CH:20][C:19]=2[O:25][CH2:26][C:27]2[CH:32]=[CH:31][CH:30]=[CH:29][CH:28]=2)[CH:6]=1)C.[OH-].[Na+], predict the reaction product. The product is: [Br:24][C:22]1[CH:21]=[CH:20][C:19]([O:25][CH2:26][C:27]2[CH:32]=[CH:31][CH:30]=[CH:29][CH:28]=2)=[C:18]([C:12]2[N:11]([C:7]3[CH:6]=[C:5]([CH:10]=[CH:9][CH:8]=3)[C:4]([OH:33])=[O:3])[C:15]([CH2:16][CH3:17])=[CH:14][CH:13]=2)[CH:23]=1.